This data is from Full USPTO retrosynthesis dataset with 1.9M reactions from patents (1976-2016). The task is: Predict the reactants needed to synthesize the given product. (1) The reactants are: [N:1]1[CH:6]=[CH:5][C:4]([C:7]([OH:9])=[O:8])=[CH:3][C:2]=1[C:10]([OH:12])=[O:11].O.[C:14]1(C)C=CC(S(O)(=O)=O)=C[CH:15]=1.[CH2:25](O)[CH3:26]. Given the product [CH2:14]([O:11][C:10]([C:2]1[CH:3]=[C:4]([C:7]([O:9][CH2:25][CH3:26])=[O:8])[CH:5]=[CH:6][N:1]=1)=[O:12])[CH3:15], predict the reactants needed to synthesize it. (2) Given the product [CH3:26][C:25]([CH3:28])([CH3:27])[CH2:29][C:30]([NH:1][CH2:2][C:3]([NH:6][C:7](=[O:24])[C:8]([NH2:10])=[O:9])([CH3:5])[CH3:4])=[O:32], predict the reactants needed to synthesize it. The reactants are: [NH2:1][CH2:2][C:3]([NH:6][C:7](=[O:24])[C:8]([NH:10]C1C=CC(C2OC=NC=2)=C(OC)C=1)=[O:9])([CH3:5])[CH3:4].[C:25]([CH2:29][C:30]([OH:32])=O)([CH3:28])([CH3:27])[CH3:26].Cl.CN(C)CCCN=C=NCC.C1C=NC2N(O)N=NC=2C=1. (3) Given the product [O:41]=[S:2]1(=[O:1])[CH2:7][CH2:6][CH:5]([C:8]2[CH:13]=[CH:12][C:11]([C:14]3[C:15]4[CH:22]=[C:21]([CH2:23][O:24][C:25]5[CH:26]=[CH:27][C:28]([C@@H:31]([C:37]#[C:38][CH3:39])[CH2:32][C:33]([OH:35])=[O:34])=[CH:29][CH:30]=5)[CH:20]=[CH:19][C:16]=4[S:17][CH:18]=3)=[C:10]([CH3:40])[CH:9]=2)[CH2:4][CH2:3]1, predict the reactants needed to synthesize it. The reactants are: [O:1]=[S:2]1(=[O:41])[CH2:7][CH2:6][CH:5]([C:8]2[CH:13]=[CH:12][C:11]([C:14]3[C:15]4[CH:22]=[C:21]([CH2:23][O:24][C:25]5[CH:30]=[CH:29][C:28]([C@@H:31]([C:37]#[C:38][CH3:39])[CH2:32][C:33]([O:35]C)=[O:34])=[CH:27][CH:26]=5)[CH:20]=[CH:19][C:16]=4[S:17][CH:18]=3)=[C:10]([CH3:40])[CH:9]=2)[CH2:4][CH2:3]1.[OH-].[Na+].C(O)(=O)CC(CC(O)=O)(C(O)=O)O. (4) Given the product [CH3:24][C:22]1[CH:21]=[C:20]([C:25]2[CH:26]=[C:27]([CH:37]=[CH:38][CH:39]=2)[CH2:28][NH:29][C:30](=[O:36])[O:31][C:32]([CH3:35])([CH3:33])[CH3:34])[C:19]2[N:18]([N:17]=[C:16]([NH:14][CH:11]3[CH2:12][CH2:13][N:8]([C:4]4[CH:3]=[C:2]([CH3:1])[N:7]=[CH:6][N:5]=4)[CH2:9][CH2:10]3)[N:40]=2)[CH:23]=1, predict the reactants needed to synthesize it. The reactants are: [CH3:1][C:2]1[N:7]=[CH:6][N:5]=[C:4]([N:8]2[CH2:13][CH2:12][CH:11]([NH2:14])[CH2:10][CH2:9]2)[CH:3]=1.Br[C:16]1[N:40]=[C:19]2[C:20]([C:25]3[CH:26]=[C:27]([CH:37]=[CH:38][CH:39]=3)[CH2:28][NH:29][C:30](=[O:36])[O:31][C:32]([CH3:35])([CH3:34])[CH3:33])=[CH:21][C:22]([CH3:24])=[CH:23][N:18]2[N:17]=1.C1(P(C2C=CC=CC=2)C2C3OC4C(=CC=CC=4P(C4C=CC=CC=4)C4C=CC=CC=4)C(C)(C)C=3C=CC=2)C=CC=CC=1.[O-]C1C=CC=CC=1.[Na+].